This data is from Forward reaction prediction with 1.9M reactions from USPTO patents (1976-2016). The task is: Predict the product of the given reaction. (1) Given the reactants [CH3:1][O:2][C:3](=[O:11])[C:4]1[CH:9]=[CH:8][C:7]([NH2:10])=[CH:6][CH:5]=1.[Cl:12][C:13]1[CH:20]=[CH:19][C:18]([Cl:21])=[CH:17][C:14]=1[CH:15]=O.[CH2:22]=[C:23]([CH3:25])[CH3:24].FC(F)(F)S([O-])(=O)=O.[Yb+3].FC(F)(F)S([O-])(=O)=O.FC(F)(F)S([O-])(=O)=O, predict the reaction product. The product is: [CH3:1][O:2][C:3]([C:4]1[CH:5]=[C:6]2[C:7](=[CH:8][CH:9]=1)[NH:10][CH:15]([C:14]1[CH:17]=[C:18]([Cl:21])[CH:19]=[CH:20][C:13]=1[Cl:12])[CH2:22][C:23]2([CH3:25])[CH3:24])=[O:11]. (2) Given the reactants [OH:1][C:2]1[CH:12]=[CH:11][C:5]([C:6]([O:8][CH2:9][CH3:10])=[O:7])=[CH:4][CH:3]=1.I[CH2:14][CH2:15][CH2:16][C:17]([F:20])([F:19])[F:18].C([O-])([O-])=O.[K+].[K+], predict the reaction product. The product is: [F:18][C:17]([F:20])([F:19])[CH2:16][CH2:15][CH2:14][O:1][C:2]1[CH:3]=[CH:4][C:5]([C:6]([O:8][CH2:9][CH3:10])=[O:7])=[CH:11][CH:12]=1. (3) Given the reactants [Al+3].[Cl-].[Cl-].[Cl-].[Cl:5][CH2:6][C:7](Cl)=[O:8].[Br:10][C:11]1[CH:12]=[C:13]2[C:17](=[CH:18][CH:19]=1)[NH:16][CH:15]=[CH:14]2.O, predict the reaction product. The product is: [Br:10][C:11]1[CH:12]=[C:13]2[C:17](=[CH:18][CH:19]=1)[NH:16][CH:15]=[C:14]2[C:7](=[O:8])[CH2:6][Cl:5]. (4) Given the reactants [Br:1][C:2]1[CH:11]=[CH:10][C:5]([C:6]([O:8][CH3:9])=[O:7])=[C:4]([O:12][CH2:13][CH2:14][CH2:15][NH:16]C(OC(C)(C)C)=O)[CH:3]=1.FC(F)(F)C(O)=O, predict the reaction product. The product is: [NH2:16][CH2:15][CH2:14][CH2:13][O:12][C:4]1[CH:3]=[C:2]([Br:1])[CH:11]=[CH:10][C:5]=1[C:6]([O:8][CH3:9])=[O:7]. (5) Given the reactants [F:1][C:2]1[CH:3]=[C:4]([OH:10])[CH:5]=[C:6]([O:8][CH3:9])[CH:7]=1.Cl[C:12]1[CH:13]=[CH:14][C:15]([N+:27]([O-:29])=[O:28])=[C:16]([CH2:18][NH:19][C:20](=[O:26])[O:21][C:22]([CH3:25])([CH3:24])[CH3:23])[CH:17]=1.[H-].[Na+], predict the reaction product. The product is: [F:1][C:2]1[CH:3]=[C:4]([CH:5]=[C:6]([O:8][CH3:9])[CH:7]=1)[O:10][C:12]1[CH:13]=[CH:14][C:15]([N+:27]([O-:29])=[O:28])=[C:16]([CH2:18][NH:19][C:20](=[O:26])[O:21][C:22]([CH3:25])([CH3:24])[CH3:23])[CH:17]=1. (6) Given the reactants [OH:1][C@@H:2]([C@H:11]([C@@H:13]1[C@:30]2([CH3:31])[C@H:16]([C@H:17]3[C@H:27]([CH2:28][CH2:29]2)[C@:25]2([CH3:26])[C:20](=[CH:21][C:22](=[O:32])[CH2:23][CH2:24]2)[C@@H:19]([F:33])[CH2:18]3)[CH2:15][CH2:14]1)[CH3:12])[C@@H:3]([OH:10])[C@H:4]([CH:7]([CH3:9])[CH3:8])[CH2:5][CH3:6].C(C1C(=O)C(Cl)=C(Cl)C(=O)C=1C#N)#N, predict the reaction product. The product is: [OH:1][C@@H:2]([C@H:11]([C@@H:13]1[C@:30]2([CH3:31])[C@H:16]([C@H:17]3[C@H:27]([CH2:28][CH2:29]2)[C@:25]2([CH3:26])[C:20](=[CH:21][C:22](=[O:32])[CH:23]=[CH:24]2)[C@@H:19]([F:33])[CH2:18]3)[CH2:15][CH2:14]1)[CH3:12])[C@@H:3]([OH:10])[C@H:4]([CH:7]([CH3:9])[CH3:8])[CH2:5][CH3:6].